Dataset: Catalyst prediction with 721,799 reactions and 888 catalyst types from USPTO. Task: Predict which catalyst facilitates the given reaction. (1) The catalyst class is: 4. Reactant: [C:1]([O:4][C:5](=[O:7])[CH3:6])(=O)[CH3:2].[ClH:8].Cl.[CH:10]([C@H:23]1[N:28]2[CH2:29][C@@H](O)C[C@H:27]2[CH2:26][N:25]([CH2:33][C:34]2[CH:39]=[C:38]([N:40]3[C:44]([C:45]([F:48])([F:47])[F:46])=[N:43][N:42]=[N:41]3)[CH:37]=[CH:36][C:35]=2[O:49][CH3:50])[CH2:24]1)([C:17]1[CH:22]=[CH:21][CH:20]=[CH:19][CH:18]=1)[C:11]1[CH:16]=[CH:15][CH:14]=[CH:13][CH:12]=1.N1C=CC=CC=1.C(N(CC)CC)C. Product: [ClH:8].[ClH:8].[C:5]([O:4][C@@H:1]1[CH2:29][N:28]2[C@H:23]([CH:10]([C:17]3[CH:22]=[CH:21][CH:20]=[CH:19][CH:18]=3)[C:11]3[CH:12]=[CH:13][CH:14]=[CH:15][CH:16]=3)[CH2:24][N:25]([CH2:33][C:34]3[CH:39]=[C:38]([N:40]4[C:44]([C:45]([F:48])([F:46])[F:47])=[N:43][N:42]=[N:41]4)[CH:37]=[CH:36][C:35]=3[O:49][CH3:50])[CH2:26][C@@H:27]2[CH2:2]1)(=[O:7])[CH3:6]. (2) The catalyst class is: 24. Reactant: [OH:1][CH2:2][CH2:3][CH:4]([C:6]1[CH:15]=[CH:14][C:9]([C:10]([O:12]C)=[O:11])=[CH:8][CH:7]=1)[CH3:5].O.[OH-].[Li+].Cl. Product: [OH:1][CH2:2][CH2:3][CH:4]([C:6]1[CH:7]=[CH:8][C:9]([C:10]([OH:12])=[O:11])=[CH:14][CH:15]=1)[CH3:5]. (3) Product: [NH2:17][C:6]1[C:5]([C:1]([CH3:4])([CH3:3])[CH3:2])=[CH:16][C:9]2[C:10]([CH3:15])([CH3:14])[C:11](=[O:13])[O:12][C:8]=2[CH:7]=1. Reactant: [C:1]([C:5]1[C:6]([N+:17]([O-])=O)=[CH:7][C:8]2[O:12][C:11](=[O:13])[C:10]([CH3:15])([CH3:14])[C:9]=2[CH:16]=1)([CH3:4])([CH3:3])[CH3:2]. The catalyst class is: 123. (4) Reactant: FC(F)(F)C(O)=O.[C:8]1(=[C:14]([C:31]2[CH:36]=[CH:35][C:34]([OH:37])=[CH:33][CH:32]=2)[C:15]2[CH:20]=[CH:19][C:18](/[CH:21]=[CH:22]/[C:23]([O:25]C(C)(C)C)=[O:24])=[CH:17][C:16]=2[F:30])[CH2:13][CH2:12][CH2:11][CH2:10][CH2:9]1. Product: [C:8]1(=[C:14]([C:31]2[CH:36]=[CH:35][C:34]([OH:37])=[CH:33][CH:32]=2)[C:15]2[CH:20]=[CH:19][C:18](/[CH:21]=[CH:22]/[C:23]([OH:25])=[O:24])=[CH:17][C:16]=2[F:30])[CH2:13][CH2:12][CH2:11][CH2:10][CH2:9]1. The catalyst class is: 2. (5) Reactant: N(C(OC(C)C)=O)=NC(OC(C)C)=O.C1(P(C2C=CC=CC=2)C2C=CC=CC=2)C=CC=CC=1.[NH:34]1[C:38]2=[N:39][CH:40]=[CH:41][CH:42]=[C:37]2[CH:36]=[CH:35]1.[CH3:43][CH2:44][C:45]([O-:47])=[O:46].[CH3:48][O:49][C:50]1[CH:51]=[C:52]([CH:55]=[CH:56][CH:57]=1)[CH2:53]O. Product: [CH3:48][O:49][C:50]1[CH:51]=[C:52]([CH:55]=[CH:56][CH:57]=1)[CH2:53][N:34]1[C:38]2=[N:39][CH:40]=[CH:41][CH:42]=[C:37]2[CH:36]=[CH:35]1.[CH3:43][CH2:44][C:45]([O-:47])=[O:46]. The catalyst class is: 7. (6) Reactant: [CH3:1][O:2][C:3]1[CH:12]=[C:11]2[C:6]([CH:7]=[CH:8][C:9](=[O:29])[N:10]2[CH2:13][CH2:14][N:15]2[CH2:20][CH2:19][CH:18]([NH:21]C(=O)OC(C)(C)C)[CH2:17][CH2:16]2)=[N:5][CH:4]=1.[ClH:30].C(O)C. Product: [ClH:30].[NH2:21][CH:18]1[CH2:17][CH2:16][N:15]([CH2:14][CH2:13][N:10]2[C:11]3[C:6](=[N:5][CH:4]=[C:3]([O:2][CH3:1])[CH:12]=3)[CH:7]=[CH:8][C:9]2=[O:29])[CH2:20][CH2:19]1. The catalyst class is: 8. (7) Reactant: [NH2:1][C:2]([NH:4][CH2:5][CH2:6][CH2:7][C:8]([O:10]C)=O)=[S:3].O.[NH2:13][NH2:14]. Product: [NH:13]([C:8](=[O:10])[CH2:7][CH2:6][CH2:5][NH:4][C:2]([NH2:1])=[S:3])[NH2:14]. The catalyst class is: 5.